This data is from Forward reaction prediction with 1.9M reactions from USPTO patents (1976-2016). The task is: Predict the product of the given reaction. (1) Given the reactants Br.[CH:2]1([C:5]([CH:7]([N:15]2[CH2:20][CH2:19][CH:18]3[S:21][C:22](=[O:24])[CH:23]=[C:17]3[CH2:16]2)[C:8]2[CH:13]=[CH:12][CH:11]=[CH:10][C:9]=2[F:14])=[O:6])[CH2:4][CH2:3]1.O.N.C(Cl)[Cl:28], predict the reaction product. The product is: [ClH:28].[CH:2]1([C:5]([CH:7]([N:15]2[CH2:20][CH2:19][CH:18]3[S:21][C:22](=[O:24])[CH:23]=[C:17]3[CH2:16]2)[C:8]2[CH:13]=[CH:12][CH:11]=[CH:10][C:9]=2[F:14])=[O:6])[CH2:3][CH2:4]1. (2) Given the reactants [Cl:1][C:2]1[CH:3]=[C:4]([CH2:27][CH:28]=O)[CH:5]=[CH:6][C:7]=1[C:8]1[N:12]=[C:11]([C:13]2[N:14]=[C:15]3[C:20]([Cl:21])=[CH:19][C:18]([C:22]([F:25])([F:24])[F:23])=[CH:17][N:16]3[CH:26]=2)[O:10][N:9]=1.[NH4+:30].[OH-].CC(O)=O.[C-:36]#[N:37].[Na+], predict the reaction product. The product is: [NH2:30][CH:28]([CH2:27][C:4]1[CH:5]=[CH:6][C:7]([C:8]2[N:12]=[C:11]([C:13]3[N:14]=[C:15]4[C:20]([Cl:21])=[CH:19][C:18]([C:22]([F:23])([F:24])[F:25])=[CH:17][N:16]4[CH:26]=3)[O:10][N:9]=2)=[C:2]([Cl:1])[CH:3]=1)[C:36]#[N:37]. (3) Given the reactants C([O:5][C:6](=[O:37])[CH2:7][N:8]1[C:12]2[CH:13]=[CH:14][C:15]([N:17]([CH2:27][C:28]3[CH:33]=[CH:32][CH:31]=[CH:30][CH:29]=3)[C:18](=[O:26])[C:19]3[CH:24]=[CH:23][C:22]([Cl:25])=[CH:21][CH:20]=3)=[CH:16][C:11]=2[N:10]=[C:9]1[CH2:34][CH2:35][CH3:36])(C)(C)C.C(O)(C(F)(F)F)=O, predict the reaction product. The product is: [CH2:27]([N:17]([C:18](=[O:26])[C:19]1[CH:20]=[CH:21][C:22]([Cl:25])=[CH:23][CH:24]=1)[C:15]1[CH:14]=[CH:13][C:12]2[N:8]([CH2:7][C:6]([OH:37])=[O:5])[C:9]([CH2:34][CH2:35][CH3:36])=[N:10][C:11]=2[CH:16]=1)[C:28]1[CH:33]=[CH:32][CH:31]=[CH:30][CH:29]=1.